Dataset: Forward reaction prediction with 1.9M reactions from USPTO patents (1976-2016). Task: Predict the product of the given reaction. (1) Given the reactants [C:1]([O:5][C:6]([NH:8][CH2:9][C:10]([OH:12])=O)=[O:7])([CH3:4])([CH3:3])[CH3:2].Cl.[CH3:14][O:15][C:16](=[O:19])[CH2:17][NH2:18].C(N(CC)C(C)C)(C)C.C1C=C2N=NN(O)C2=CC=1.O.CCN=C=NCCCN(C)C.Cl, predict the reaction product. The product is: [CH3:14][O:15][C:16](=[O:19])[CH2:17][NH:18][C:10](=[O:12])[CH2:9][NH:8][C:6]([O:5][C:1]([CH3:2])([CH3:3])[CH3:4])=[O:7]. (2) Given the reactants Br[C:2]1[C:11]2[C:6](=[CH:7][CH:8]=[CH:9][CH:10]=2)C(=O)N(C2C=CC(SC3C=CC=CC=3)=CC=2)N=1.C1C=C(Cl)C=C(C(OO)=O)C=1.[Cl:37][CH2:38][Cl:39], predict the reaction product. The product is: [CH3:2][CH2:11][CH2:6][CH2:7][CH2:8][CH2:9][CH3:10].[Cl:37][CH2:38][Cl:39]. (3) Given the reactants [CH3:1][N:2]1[CH2:15][CH2:14][C:13]2[C:12]3[CH:11]=[C:10]([CH3:16])[CH:9]=[CH:8][C:7]=3[NH:6][C:5]=2[CH2:4][CH2:3]1.N1CCC[C@H]1C(O)=O.[O-]P([O-])([O-])=O.[K+].[K+].[K+].Cl[CH2:34][C:35]([N:37]1[CH2:42][CH2:41][O:40][CH2:39][CH2:38]1)=[O:36], predict the reaction product. The product is: [CH3:1][N:2]1[CH2:15][CH2:14][C:13]2[C:12]3[CH:11]=[C:10]([CH3:16])[CH:9]=[CH:8][C:7]=3[N:6]([CH2:34][C:35]([N:37]3[CH2:42][CH2:41][O:40][CH2:39][CH2:38]3)=[O:36])[C:5]=2[CH2:4][CH2:3]1.